This data is from Peptide-MHC class I binding affinity with 185,985 pairs from IEDB/IMGT. The task is: Regression. Given a peptide amino acid sequence and an MHC pseudo amino acid sequence, predict their binding affinity value. This is MHC class I binding data. (1) The peptide sequence is KFNPMKTYI. The MHC is HLA-B07:02 with pseudo-sequence HLA-B07:02. The binding affinity (normalized) is 0.391. (2) The peptide sequence is ALFDGAKPL. The MHC is HLA-A02:01 with pseudo-sequence HLA-A02:01. The binding affinity (normalized) is 0.872.